The task is: Predict the reactants needed to synthesize the given product.. This data is from Full USPTO retrosynthesis dataset with 1.9M reactions from patents (1976-2016). (1) Given the product [CH3:13][C:14]1([CH3:30])[C:18]([CH3:20])([CH3:19])[O:17][B:16]([C:2]2[CH:7]=[CH:6][C:5]([N:8]3[CH:12]=[CH:11][N:10]=[N:9]3)=[CH:4][CH:3]=2)[O:15]1, predict the reactants needed to synthesize it. The reactants are: I[C:2]1[CH:7]=[CH:6][C:5]([N:8]2[CH:12]=[CH:11][N:10]=[N:9]2)=[CH:4][CH:3]=1.[CH3:13][C:14]1([CH3:30])[C:18]([CH3:20])([CH3:19])[O:17][B:16]([B:16]2[O:17][C:18]([CH3:20])([CH3:19])[C:14]([CH3:30])([CH3:13])[O:15]2)[O:15]1.C([O-])(=O)C.[K+]. (2) Given the product [CH2:1]([C:4]1[N:5]([CH2:20][C:21]2[N:25]=[C:24]([C:26]3[CH:31]=[CH:30][CH:29]=[C:28]([C:32]([F:35])([F:33])[F:34])[CH:27]=3)[O:23][N:22]=2)[C:6]2[C:11]([CH:12]=1)=[C:10]([C:13]([F:15])([F:16])[F:14])[C:9]([C:17]#[N:18])=[CH:8][CH:7]=2)[CH2:2][CH3:3], predict the reactants needed to synthesize it. The reactants are: [CH2:1]([C:4]1[NH:5][C:6]2[C:11]([CH:12]=1)=[C:10]([C:13]([F:16])([F:15])[F:14])[C:9]([C:17]#[N:18])=[CH:8][CH:7]=2)[CH2:2][CH3:3].Cl[CH2:20][C:21]1[N:25]=[C:24]([C:26]2[CH:31]=[CH:30][CH:29]=[C:28]([C:32]([F:35])([F:34])[F:33])[CH:27]=2)[O:23][N:22]=1.C([O-])([O-])=O.[Cs+].[Cs+].CC#N. (3) Given the product [F:20][C:17]1[CH:18]=[CH:19][C:14]([CH2:13][C@H:11]2[CH2:12][N:8]([C:6]([O:5][C:1]([CH3:4])([CH3:3])[CH3:2])=[O:7])[C@H:9]([C:22](=[O:23])[NH:35][C:34]3[CH:33]=[CH:32][C:31]([O:30][C:29]4[CH:38]=[CH:39][C:26]([F:25])=[CH:27][CH:28]=4)=[CH:37][CH:36]=3)[CH2:10]2)=[C:15]([CH3:21])[CH:16]=1, predict the reactants needed to synthesize it. The reactants are: [C:1]([O:5][C:6]([N:8]1[CH2:12][C@H:11]([CH2:13][C:14]2[CH:19]=[CH:18][C:17]([F:20])=[CH:16][C:15]=2[CH3:21])[CH2:10][C@H:9]1[C:22](O)=[O:23])=[O:7])([CH3:4])([CH3:3])[CH3:2].[F:25][C:26]1[CH:39]=[CH:38][C:29]([O:30][C:31]2[CH:37]=[CH:36][C:34]([NH2:35])=[CH:33][CH:32]=2)=[CH:28][CH:27]=1.CCN(C(C)C)C(C)C.CN(C(ON1N=NC2C=CC=NC1=2)=[N+](C)C)C.F[P-](F)(F)(F)(F)F. (4) Given the product [C:5]1([C:3]([OH:4])=[O:2])[C:14]2[C:9](=[CH:10][CH:11]=[CH:12][CH:13]=2)[CH:8]=[CH:7][CH:6]=1, predict the reactants needed to synthesize it. The reactants are: C[O:2][C:3]([C:5]1[C:14]2[C:9](=[CH:10][CH:11]=[CH:12][CH:13]=2)[CH:8]=[CH:7][CH:6]=1)=[O:4].[OH-].[Li+]. (5) The reactants are: [C:1]1([N:7]([C:14]2[CH:19]=[CH:18][C:17]([C:20]3[C:28]4[C:24](=[N:25][NH:26][N:27]=4)[C:23]([C:29]4[CH:34]=[CH:33][C:32]([N:35]([C:42]5[CH:47]=[CH:46][CH:45]=[CH:44][CH:43]=5)[C:36]5[CH:41]=[CH:40][CH:39]=[CH:38][CH:37]=5)=[CH:31][CH:30]=4)=[CH:22][CH:21]=3)=[CH:16][CH:15]=2)[C:8]2[CH:13]=[CH:12][CH:11]=[CH:10][CH:9]=2)[CH:6]=[CH:5][CH:4]=[CH:3][CH:2]=1.Cl[C:49]1[C:58]2[C:53](=[CH:54][CH:55]=[CH:56][CH:57]=2)[N:52]=[C:51]([CH3:59])[CH:50]=1.[H-].[Na+]. Given the product [C:8]1([N:7]([C:14]2[CH:15]=[CH:16][C:17]([C:20]3[C:28]4[C:24](=[N:25][N:26]([C:49]5[C:58]6[C:53](=[CH:54][CH:55]=[CH:56][CH:57]=6)[N:52]=[C:51]([CH3:59])[CH:50]=5)[N:27]=4)[C:23]([C:29]4[CH:34]=[CH:33][C:32]([N:35]([C:36]5[CH:37]=[CH:38][CH:39]=[CH:40][CH:41]=5)[C:42]5[CH:43]=[CH:44][CH:45]=[CH:46][CH:47]=5)=[CH:31][CH:30]=4)=[CH:22][CH:21]=3)=[CH:18][CH:19]=2)[C:1]2[CH:2]=[CH:3][CH:4]=[CH:5][CH:6]=2)[CH:13]=[CH:12][CH:11]=[CH:10][CH:9]=1, predict the reactants needed to synthesize it. (6) Given the product [C:1]([C:4]1[CH:5]=[CH:6][C:7]([F:24])=[C:8]([NH:10][C@H:11]([C:15]2[CH:20]=[CH:19][C:18]([F:21])=[C:17]([O:22][CH3:23])[CH:16]=2)[C:12]([N:44]2[CH2:45][CH2:46][CH2:47][C@@H:43]2[C:33]2[CH:34]=[C:35]([NH:38][C:39](=[O:42])[O:40][CH3:41])[CH:36]=[CH:37][C:32]=2[S:29]([CH:26]2[CH2:27][CH2:28]2)(=[O:31])=[O:30])=[O:14])[CH:9]=1)(=[O:3])[NH2:2], predict the reactants needed to synthesize it. The reactants are: [C:1]([C:4]1[CH:5]=[CH:6][C:7]([F:24])=[C:8]([NH:10][CH:11]([C:15]2[CH:20]=[CH:19][C:18]([F:21])=[C:17]([O:22][CH3:23])[CH:16]=2)[C:12]([OH:14])=O)[CH:9]=1)(=[O:3])[NH2:2].Cl.[CH:26]1([S:29]([C:32]2[CH:37]=[CH:36][C:35]([NH:38][C:39](=[O:42])[O:40][CH3:41])=[CH:34][C:33]=2[C@H:43]2[CH2:47][CH2:46][CH2:45][NH:44]2)(=[O:31])=[O:30])[CH2:28][CH2:27]1. (7) Given the product [NH2:1][C:2]1[N:7]=[CH:6][N:5]=[C:4]([CH2:8][N:11]2[C:12](=[O:19])[C:13]3[C:18](=[CH:17][CH:16]=[CH:15][CH:14]=3)[C:10]2=[O:20])[CH:3]=1, predict the reactants needed to synthesize it. The reactants are: [NH2:1][C:2]1[N:7]=[CH:6][N:5]=[C:4]([CH2:8]O)[CH:3]=1.[C:10]1(=[O:20])[C:18]2[C:13](=[CH:14][CH:15]=[CH:16][CH:17]=2)[C:12](=[O:19])[NH:11]1.P(CCCC)(CCCC)CCCC.N(C(OC(C)C)=O)=NC(OC(C)C)=O.